This data is from Reaction yield outcomes from USPTO patents with 853,638 reactions. The task is: Predict the reaction yield, written as a fraction of the theoretical maximum amount of product (1.0 means a 100% yield; for example, 0.34 means a 34% yield). (1) The reactants are [C:1]([O:5][C:6]([N:8]1[C:16]2[C:11](=[CH:12][C:13]([NH2:17])=[CH:14][CH:15]=2)[CH2:10][CH2:9]1)=[O:7])([CH3:4])([CH3:3])[CH3:2].Br[CH2:19][CH2:20][CH2:21][CH2:22][C:23](Cl)=[O:24].C1COCC1.CC(C)([O-])C.[K+]. The catalyst is O. The product is [O:24]=[C:23]1[CH2:22][CH2:21][CH2:20][CH2:19][N:17]1[C:13]1[CH:12]=[C:11]2[C:16](=[CH:15][CH:14]=1)[N:8]([C:6]([O:5][C:1]([CH3:4])([CH3:2])[CH3:3])=[O:7])[CH2:9][CH2:10]2. The yield is 0.500. (2) The yield is 0.340. The reactants are [O-]Cl=O.[Na+].[CH2:5]([O:12][C:13]([NH:15][C@H:16]([C:20]([O:22][CH2:23][C:24]1[O:28][C:27]([CH:29]=[O:30])=[CH:26][CH:25]=1)=[O:21])[CH:17]([CH3:19])[CH3:18])=[O:14])[C:6]1[CH:11]=[CH:10][CH:9]=[CH:8][CH:7]=1.C([O-])(O)=[O:32].[Na+]. The catalyst is O.CC#N. The product is [CH2:5]([O:12][C:13]([NH:15][C@H:16]([C:20]([O:22][CH2:23][C:24]1[O:28][C:27]([C:29]([OH:32])=[O:30])=[CH:26][CH:25]=1)=[O:21])[CH:17]([CH3:19])[CH3:18])=[O:14])[C:6]1[CH:7]=[CH:8][CH:9]=[CH:10][CH:11]=1. (3) The reactants are [CH2:1]([N:8]([C:12]1[C:13]2[CH2:34][NH:33][CH2:32][CH2:31][C:14]=2[N:15]=[C:16]([NH:18][C:19]2[CH:24]=[CH:23][C:22]([N:25]3[CH:29]=[CH:28][N:27]=[C:26]3[CH3:30])=[CH:21][CH:20]=2)[N:17]=1)[CH2:9][CH2:10][OH:11])[C:2]1[CH:7]=[CH:6][CH:5]=[CH:4][CH:3]=1.[C:35](O)(=O)C.C=O.C([BH3-])#N.[Na+]. The catalyst is CO. The product is [CH2:1]([N:8]([C:12]1[C:13]2[CH2:34][N:33]([CH3:35])[CH2:32][CH2:31][C:14]=2[N:15]=[C:16]([NH:18][C:19]2[CH:24]=[CH:23][C:22]([N:25]3[CH:29]=[CH:28][N:27]=[C:26]3[CH3:30])=[CH:21][CH:20]=2)[N:17]=1)[CH2:9][CH2:10][OH:11])[C:2]1[CH:3]=[CH:4][CH:5]=[CH:6][CH:7]=1. The yield is 0.0780. (4) The reactants are [CH3:1][N:2]1[C:6]([C:7]2[CH:8]=[C:9]([C:14]([OH:16])=O)[S:10][C:11]=2[CH2:12][CH3:13])=[C:5]([CH3:17])[CH:4]=[N:3]1.[NH2:18][C@@H:19]([CH2:32][C:33]1[CH:38]=[CH:37][CH:36]=[CH:35][C:34]=1[C:39]([F:42])([F:41])[F:40])[CH2:20][N:21]1[C:29](=[O:30])[C:28]2[C:23](=[CH:24][CH:25]=[CH:26][CH:27]=2)[C:22]1=[O:31].C(N(C(C)C)CC)(C)C.F[P-](F)(F)(F)(F)F.Br[P+](N1CCCC1)(N1CCCC1)N1CCCC1. The catalyst is C(Cl)Cl. The product is [CH3:1][N:2]1[C:6]([C:7]2[CH:8]=[C:9]([C:14]([NH:18][C@@H:19]([CH2:32][C:33]3[CH:38]=[CH:37][CH:36]=[CH:35][C:34]=3[C:39]([F:42])([F:40])[F:41])[CH2:20][N:21]3[C:29](=[O:30])[C:28]4[C:23](=[CH:24][CH:25]=[CH:26][CH:27]=4)[C:22]3=[O:31])=[O:16])[S:10][C:11]=2[CH2:12][CH3:13])=[C:5]([CH3:17])[CH:4]=[N:3]1. The yield is 0.820.